Predict which catalyst facilitates the given reaction. From a dataset of Catalyst prediction with 721,799 reactions and 888 catalyst types from USPTO. (1) Reactant: [C:1]([NH:4][NH:5][C:6]([C:8]1[CH:9]=[N:10][N:11]2[CH:16]=[CH:15][C:14]([N:17]3[CH2:21][CH2:20][CH2:19][CH:18]3[C:22]3[CH:23]=[N:24][CH:25]=[C:26]([F:28])[CH:27]=3)=[N:13][C:12]=12)=O)(=O)[CH3:2].P12(SP3(SP(SP(S3)(S1)=S)(=S)S2)=S)=[S:30].C([O-])([O-])=O.[Na+].[Na+]. Product: [F:28][C:26]1[CH:27]=[C:22]([CH:18]2[CH2:19][CH2:20][CH2:21][N:17]2[C:14]2[CH:15]=[CH:16][N:11]3[N:10]=[CH:9][C:8]([C:6]4[S:30][C:1]([CH3:2])=[N:4][N:5]=4)=[C:12]3[N:13]=2)[CH:23]=[N:24][CH:25]=1. The catalyst class is: 270. (2) Reactant: [Li+].C[Si]([N-:6][Si](C)(C)C)(C)C.[Br:11][C:12]1[S:16][C:15]([C:17]#[N:18])=[CH:14][CH:13]=1.Cl.[C:20](O[C:20]([O:22][C:23]([CH3:26])([CH3:25])[CH3:24])=[O:21])([O:22][C:23]([CH3:26])([CH3:25])[CH3:24])=[O:21]. Product: [NH2:18]/[C:17](=[N:6]\[C:20](=[O:21])[O:22][C:23]([CH3:26])([CH3:25])[CH3:24])/[C:15]1[S:16][C:12]([Br:11])=[CH:13][CH:14]=1. The catalyst class is: 1. (3) Reactant: [C:1]([O:5][C:6]([N:8]1[CH2:13][CH2:12][N:11]([C:14]2[CH:19]=[CH:18][C:17]([N+:20]([O-])=O)=[CH:16][CH:15]=2)[CH2:10][CH2:9]1)=[O:7])([CH3:4])([CH3:3])[CH3:2].Cl. Product: [C:1]([O:5][C:6]([N:8]1[CH2:13][CH2:12][N:11]([C:14]2[CH:15]=[CH:16][C:17]([NH2:20])=[CH:18][CH:19]=2)[CH2:10][CH2:9]1)=[O:7])([CH3:4])([CH3:2])[CH3:3]. The catalyst class is: 687. (4) Reactant: [F:1][C:2]1[CH:7]=[CH:6][C:5]([NH:8][C:9](=[NH:19])[CH2:10][C:11](=[O:18])[C:12]2[CH:17]=[CH:16][CH:15]=[CH:14][CH:13]=2)=[CH:4][CH:3]=1.[C:20](OC)(=[O:23])[C:21]#[CH:22]. Product: [NH2:19][C:9]1[N:8]([C:5]2[CH:6]=[CH:7][C:2]([F:1])=[CH:3][CH:4]=2)[C:20](=[O:23])[CH:21]=[CH:22][C:10]=1[C:11](=[O:18])[C:12]1[CH:13]=[CH:14][CH:15]=[CH:16][CH:17]=1. The catalyst class is: 5. (5) Reactant: [CH3:1][C:2]([CH3:9])([CH2:6][CH2:7][OH:8])[CH2:3][CH2:4][OH:5].C(N(C(C)C)CC)(C)C.[CH2:30](C(OC(Cl)[CH2:30][C:31]1[CH:36]=[CH:35][CH:34]=[CH:33][CH:32]=1)Cl)[C:31]1[CH:36]=[CH:35][CH:34]=[CH:33][CH:32]=1.[C:38](=O)([O-])[OH:39].[Na+]. Product: [CH2:30]([O:39][CH2:38][O:5][CH2:4][CH2:3][C:2]([CH3:9])([CH3:1])[CH2:6][CH2:7][OH:8])[C:31]1[CH:32]=[CH:33][CH:34]=[CH:35][CH:36]=1. The catalyst class is: 4. (6) Reactant: [CH:1]1([N:5]2[CH2:10][CH2:9][N:8]([C:11]3[C:12]([CH2:33][CH3:34])=[CH:13][C:14]4[C:26](=[O:27])[C:25]5[C:24]6[C:19](=[CH:20][C:21]([C:28]#[N:29])=[CH:22][CH:23]=6)[NH:18][C:17]=5[C:16]([CH3:31])([CH3:30])[C:15]=4[CH:32]=3)[CH2:7][CH2:6]2)[CH2:4][CH2:3][CH2:2]1.CN(C=O)C.[CH3:40][S:41]([OH:44])(=[O:43])=[O:42]. Product: [CH3:40][S:41]([OH:44])(=[O:43])=[O:42].[CH:1]1([N:5]2[CH2:10][CH2:9][N:8]([C:11]3[C:12]([CH2:33][CH3:34])=[CH:13][C:14]4[C:26](=[O:27])[C:25]5[C:24]6[C:19](=[CH:20][C:21]([C:28]#[N:29])=[CH:22][CH:23]=6)[NH:18][C:17]=5[C:16]([CH3:30])([CH3:31])[C:15]=4[CH:32]=3)[CH2:7][CH2:6]2)[CH2:4][CH2:3][CH2:2]1. The catalyst class is: 10. (7) Reactant: [F:1][C:2]1[CH:17]=[CH:16][C:5]2[N:6]([CH:10]3[CH2:15][CH2:14][NH:13][CH2:12][CH2:11]3)[C:7](=[O:9])[NH:8][C:4]=2[CH:3]=1.[C:18]([O:22][C:23](=[O:35])[C:24]1[CH:29]=[CH:28][CH:27]=[CH:26][C:25]=1[O:30][CH2:31][CH:32]1[CH2:34][O:33]1)([CH3:21])([CH3:20])[CH3:19]. Product: [C:18]([O:22][C:23](=[O:35])[C:24]1[CH:29]=[CH:28][CH:27]=[CH:26][C:25]=1[O:30][CH2:31][C@@H:32]([OH:33])[CH2:34][N:13]1[CH2:12][CH2:11][CH:10]([N:6]2[C:5]3[CH:16]=[CH:17][C:2]([F:1])=[CH:3][C:4]=3[NH:8][C:7]2=[O:9])[CH2:15][CH2:14]1)([CH3:20])([CH3:19])[CH3:21]. The catalyst class is: 32. (8) Reactant: C([O:5][C:6](=[O:24])[C@@H:7]([NH:12][C:13]1[CH:18]=[C:17]([C:19]([F:22])([F:21])[F:20])[CH:16]=[C:15]([CH3:23])[CH:14]=1)[C:8]([CH3:11])([CH3:10])[CH3:9])(C)(C)C. Product: [CH3:23][C:15]1[CH:14]=[C:13]([NH:12][C@@H:7]([C:8]([CH3:11])([CH3:10])[CH3:9])[C:6]([OH:24])=[O:5])[CH:18]=[C:17]([C:19]([F:22])([F:21])[F:20])[CH:16]=1. The catalyst class is: 89. (9) The catalyst class is: 3. Reactant: [F:1][C:2]([F:17])([F:16])[C:3]1[CH:15]=[CH:14][CH:13]=[CH:12][C:4]=1[O:5][CH:6]1[CH2:11][CH2:10][NH:9][CH2:8][CH2:7]1.[C:18]([O:22][C:23]([NH:25][C@H:26]([CH2:30][C:31]1[CH:36]=[CH:35][C:34]([Cl:37])=[CH:33][C:32]=1[Cl:38])[C:27](O)=[O:28])=[O:24])([CH3:21])([CH3:20])[CH3:19].C1C=CC2N(O)N=NC=2C=1.CCN(C(C)C)C(C)C.C(Cl)CCl. Product: [C:18]([O:22][C:23](=[O:24])[NH:25][C@H:26]([CH2:30][C:31]1[CH:36]=[CH:35][C:34]([Cl:37])=[CH:33][C:32]=1[Cl:38])[C:27](=[O:28])[N:9]1[CH2:10][CH2:11][CH:6]([O:5][C:4]2[CH:12]=[CH:13][CH:14]=[CH:15][C:3]=2[C:2]([F:1])([F:16])[F:17])[CH2:7][CH2:8]1)([CH3:21])([CH3:19])[CH3:20].